From a dataset of Catalyst prediction with 721,799 reactions and 888 catalyst types from USPTO. Predict which catalyst facilitates the given reaction. (1) Reactant: [CH:1]([C:4]1[O:8][N:7]=[C:6]([CH:9]2[CH2:14][CH2:13][N:12]([C:15]3[N:22]=[CH:21][C:20](B4OC(C)(C)C(C)(C)O4)=[CH:19][C:16]=3[C:17]#[N:18])[CH2:11][CH2:10]2)[N:5]=1)([CH3:3])[CH3:2].Br[C:33]1[CH:38]=[CH:37][C:36]([N:39]2[C:43](=[O:44])[N:42]([CH2:45][CH2:46][CH3:47])[N:41]=[CH:40]2)=[C:35]([F:48])[CH:34]=1.C(=O)([O-])[O-].[Na+].[Na+]. Product: [F:48][C:35]1[CH:34]=[C:33]([C:20]2[CH:21]=[N:22][C:15]([N:12]3[CH2:11][CH2:10][CH:9]([C:6]4[N:5]=[C:4]([CH:1]([CH3:3])[CH3:2])[O:8][N:7]=4)[CH2:14][CH2:13]3)=[C:16]([CH:19]=2)[C:17]#[N:18])[CH:38]=[CH:37][C:36]=1[N:39]1[C:43](=[O:44])[N:42]([CH2:45][CH2:46][CH3:47])[N:41]=[CH:40]1. The catalyst class is: 427. (2) Reactant: [O:1]=[C:2]1[C:10]2([C:14]3=[CH:15][C:16]4[O:20][CH2:19][O:18][C:17]=4[CH:21]=[C:13]3[O:12][CH2:11]2)[C:9]2[C:4](=[CH:5][CH:6]=[CH:7][CH:8]=2)[N:3]1[CH2:22][C:23]1[O:27][C:26]([C:28]([F:31])([F:30])[F:29])=[C:25]([C:32]([O:34]CC)=[O:33])[CH:24]=1.[OH-].[Na+]. Product: [O:1]=[C:2]1[C:10]2([C:14]3=[CH:15][C:16]4[O:20][CH2:19][O:18][C:17]=4[CH:21]=[C:13]3[O:12][CH2:11]2)[C:9]2[C:4](=[CH:5][CH:6]=[CH:7][CH:8]=2)[N:3]1[CH2:22][C:23]1[O:27][C:26]([C:28]([F:31])([F:30])[F:29])=[C:25]([C:32]([OH:34])=[O:33])[CH:24]=1. The catalyst class is: 40. (3) Product: [CH:2]1[CH:3]=[N:4][N:5]2[CH:10]=[CH:9][C:8]3[CH2:11][CH2:12][CH:13]([CH2:14][CH2:15][NH:16][C:24](=[O:26])[CH3:25])[C:7]=3[C:6]=12. The catalyst class is: 7. Reactant: Cl.[CH:2]1[CH:3]=[N:4][N:5]2[CH:10]=[CH:9][C:8]3[CH2:11][CH2:12][CH:13]([CH2:14][CH2:15][NH2:16])[C:7]=3[C:6]=12.C(N(CC)CC)C.[C:24](OC(=O)C)(=[O:26])[CH3:25].O. (4) Reactant: [BH4-].[Na+].C[O:4][C:5](=[O:37])[CH:6]([N:18]1[CH2:23][CH2:22][N:21]([C:24]2[CH:29]=[CH:28][CH:27]=[C:26]([O:30][C:31]([F:34])([F:33])[F:32])[CH:25]=2)[CH:20]([CH3:35])[C:19]1=[O:36])[CH2:7][CH2:8][N:9]1[CH2:16][CH2:15][C:12]2([CH2:14][CH2:13]2)[C@H:11]([OH:17])[CH2:10]1.OS([O-])(=O)=O.[K+].C(Cl)Cl. Product: [OH:17][C@@H:11]1[CH2:10][N:9]([CH2:8][CH2:7][CH:6]([N:18]2[CH2:23][CH2:22][N:21]([C:24]3[CH:29]=[CH:28][CH:27]=[C:26]([O:30][C:31]([F:34])([F:33])[F:32])[CH:25]=3)[CH:20]([CH3:35])[C:19]2=[O:36])[C:5]([OH:37])=[O:4])[CH2:16][CH2:15][C:12]21[CH2:14][CH2:13]2. The catalyst class is: 14. (5) Reactant: Br[CH2:2][C:3]([NH:5][C:6]1[CH:11]=[CH:10][C:9]([S:12]([N:15]([C:17]2[CH:36]=[CH:35][C:20]3[N:21]([CH2:28][CH:29]4[CH2:34][CH2:33][CH2:32][CH2:31][CH2:30]4)[C:22]([C:24]([CH3:27])([CH3:26])[CH3:25])=[N:23][C:19]=3[CH:18]=2)[CH3:16])(=[O:14])=[O:13])=[CH:8][CH:7]=1)=[O:4].[OH-].[NH4+:38]. Product: [C:24]([C:22]1[N:21]([CH2:28][CH:29]2[CH2:34][CH2:33][CH2:32][CH2:31][CH2:30]2)[C:20]2[CH:35]=[CH:36][C:17]([N:15]([CH3:16])[S:12]([C:9]3[CH:10]=[CH:11][C:6]([NH:5][C:3](=[O:4])[CH2:2][NH2:38])=[CH:7][CH:8]=3)(=[O:14])=[O:13])=[CH:18][C:19]=2[N:23]=1)([CH3:27])([CH3:26])[CH3:25]. The catalyst class is: 3. (6) Reactant: [CH3:1][O:2][CH2:3]/[CH:4]=[CH:5]/[C:6]1[CH:7]=[N:8][C:9]2[C:14]([CH:15]=1)=[C:13]1[CH:16]=[CH:17][CH:18]=[CH:19][C:12]1=[N:11][C:10]=2[NH2:20].[H][H]. Product: [CH3:1][O:2][CH2:3][CH2:4][CH2:5][C:6]1[CH:7]=[N:8][C:9]2[C:14]([CH:15]=1)=[C:13]1[CH:16]=[CH:17][CH:18]=[CH:19][C:12]1=[N:11][C:10]=2[NH2:20]. The catalyst class is: 407. (7) Reactant: [OH:1][C:2]1[C:11]2[C:6](=[CH:7][CH:8]=[CH:9][C:10]=2[Cl:12])[N:5]([CH3:13])[C:4](=[O:14])[C:3]=1[C:15]([OH:17])=O.[CH2:18]([NH:20][C:21]1[CH:26]=[CH:25][CH:24]=[CH:23][CH:22]=1)[CH3:19].ClP(Cl)(C1C=CC=CC=1)(C1C=CC=CC=1)C1C=CC=CC=1. Product: [CH3:19][CH2:18][N:20]([C:15]([C:3]1[C:4](=[O:14])[N:5]([CH3:13])[C:6]2[CH:7]=[CH:8][CH:9]=[C:10]([Cl:12])[C:11]=2[C:2]=1[OH:1])=[O:17])[C:21]1[CH:22]=[CH:23][CH:24]=[CH:25][CH:26]=1. The catalyst class is: 11. (8) Reactant: [Cl:1][C:2]1[CH:3]=[C:4](/[CH:8]=[CH:9]/[C:10]([NH:12][CH2:13][C:14]([O:16]C)=[O:15])=[O:11])[CH:5]=[CH:6][CH:7]=1.[OH-].[Na+].Cl. Product: [Cl:1][C:2]1[CH:3]=[C:4](/[CH:8]=[CH:9]/[C:10]([NH:12][CH2:13][C:14]([OH:16])=[O:15])=[O:11])[CH:5]=[CH:6][CH:7]=1. The catalyst class is: 5. (9) Reactant: [CH3:1][S:2][CH2:3][CH2:4][CH:5]([N:9]1[CH:13]=[C:12]([C:14]2[C:15]3[CH:22]=[CH:21][N:20](COCC[Si](C)(C)C)[C:16]=3[N:17]=[CH:18][N:19]=2)[CH:11]=[N:10]1)[CH2:6][C:7]#[N:8].C1COCC1.C(O)C.[OH-].[NH4+]. Product: [CH3:1][S:2][CH2:3][CH2:4][CH:5]([N:9]1[CH:13]=[C:12]([C:14]2[C:15]3[CH:22]=[CH:21][NH:20][C:16]=3[N:17]=[CH:18][N:19]=2)[CH:11]=[N:10]1)[CH2:6][C:7]#[N:8]. The catalyst class is: 126.